This data is from Reaction yield outcomes from USPTO patents with 853,638 reactions. The task is: Predict the reaction yield, written as a fraction of the theoretical maximum amount of product (1.0 means a 100% yield; for example, 0.34 means a 34% yield). (1) The reactants are C(OC([N:8]1[CH2:13][CH2:12][C:11]2[NH:14][N:15]=[C:16]([C:17]([F:20])([F:19])[F:18])[C:10]=2[CH2:9]1)=O)(C)(C)C.I[C:22]1[CH:27]=[CH:26][C:25]([CH2:28][N:29]2[CH2:33][CH2:32][CH2:31][C:30]2=[O:34])=[CH:24][CH:23]=1.C(=O)([O-])[O-].[K+].[K+].CN(C)CC(O)=O. The catalyst is [Cu]I.CS(C)=O. The product is [F:20][C:17]([F:18])([F:19])[C:16]1[C:10]2[CH2:9][NH:8][CH2:13][CH2:12][C:11]=2[N:14]([C:22]2[CH:27]=[CH:26][C:25]([CH2:28][N:29]3[CH2:33][CH2:32][CH2:31][C:30]3=[O:34])=[CH:24][CH:23]=2)[N:15]=1. The yield is 0.330. (2) The reactants are Cl[C:2]1[CH:11]=[CH:10][C:9]2[C:4](=[CH:5][C:6]([OH:12])=[CH:7][CH:8]=2)[N:3]=1.[CH3:13][O-:14].[Na+].CO. The catalyst is C(OCC)(=O)C. The product is [CH3:13][O:14][C:2]1[CH:11]=[CH:10][C:9]2[C:4](=[CH:5][C:6]([OH:12])=[CH:7][CH:8]=2)[N:3]=1. The yield is 0.790. (3) The reactants are [NH2:1][C:2]1[CH:7]=[CH:6][CH:5]=[CH:4][C:3]=1[NH:8][C:9](=[O:22])[C:10]1[CH:15]=[CH:14][C:13]([C:16]#[C:17][Si](C)(C)C)=[CH:12][CH:11]=1.CCCC[N+](CCCC)(CCCC)CCCC.[F-].[NH4+].[Cl-]. The catalyst is C1COCC1.C(OCC)(=O)C. The product is [NH2:1][C:2]1[CH:7]=[CH:6][CH:5]=[CH:4][C:3]=1[NH:8][C:9](=[O:22])[C:10]1[CH:15]=[CH:14][C:13]([C:16]#[CH:17])=[CH:12][CH:11]=1. The yield is 0.460. (4) The reactants are [Cl:1][C:2]1[CH:3]=[C:4]([NH:9][C:10]2[N:11]=[CH:12][C:13]([C:16](OC)=[O:17])=[N:14][CH:15]=2)[CH:5]=[CH:6][C:7]=1[Cl:8].CC(C[AlH]CC(C)C)C. The catalyst is C1COCC1.C1(C)C=CC=CC=1. The product is [Cl:1][C:2]1[CH:3]=[C:4]([NH:9][C:10]2[N:11]=[CH:12][C:13]([CH2:16][OH:17])=[N:14][CH:15]=2)[CH:5]=[CH:6][C:7]=1[Cl:8]. The yield is 0.610. (5) The reactants are [C:1]([O:4][CH2:5][CH2:6][C:7]1[CH:12]=[CH:11][C:10]([C:13](=O)[C:14]2[CH:19]=[C:18]([Br:20])[CH:17]=[CH:16][C:15]=2[Cl:21])=[CH:9][CH:8]=1)(=[O:3])[CH3:2].B(F)(F)F.C(OCC)C.C([SiH](CC)CC)C. No catalyst specified. The product is [C:1]([O:4][CH2:5][CH2:6][C:7]1[CH:8]=[CH:9][C:10]([CH2:13][C:14]2[CH:19]=[C:18]([Br:20])[CH:17]=[CH:16][C:15]=2[Cl:21])=[CH:11][CH:12]=1)(=[O:3])[CH3:2]. The yield is 0.650.